Dataset: Reaction yield outcomes from USPTO patents with 853,638 reactions. Task: Predict the reaction yield, written as a fraction of the theoretical maximum amount of product (1.0 means a 100% yield; for example, 0.34 means a 34% yield). (1) The reactants are [CH3:1][S:2]([NH:5][C:6]1[CH:21]=[CH:20][C:9]2[NH:10][C:11]([CH2:16][C:17]([OH:19])=O)=[N:12][S:13](=[O:15])(=[O:14])[C:8]=2[CH:7]=1)(=[O:4])=[O:3].[CH3:22][O:23][C:24]([C:26]1([CH3:38])[CH2:30][CH2:29][CH2:28][N:27]1[NH:31][CH2:32][CH2:33][C:34]([CH3:37])([CH3:36])[CH3:35])=[O:25].C1(N=C=NC2CCCCC2)CCCCC1.ClCCl. The catalyst is CN(C)C=O. The product is [CH3:22][O:23][C:24]([C:26]1([CH3:38])[CH2:30][CH2:29][CH2:28][N:27]1[N:31]([CH2:32][CH2:33][C:34]([CH3:37])([CH3:36])[CH3:35])[C:17](=[O:19])[CH2:16][C:11]1[NH:10][C:9]2[CH:20]=[CH:21][C:6]([NH:5][S:2]([CH3:1])(=[O:3])=[O:4])=[CH:7][C:8]=2[S:13](=[O:14])(=[O:15])[N:12]=1)=[O:25]. The yield is 0.893. (2) The catalyst is O. The product is [Br:1][C:2]1[C:7]([OH:8])=[CH:6][CH:5]=[C:4]([I:15])[N:3]=1. The yield is 0.830. The reactants are [Br:1][C:2]1[C:7]([OH:8])=[CH:6][CH:5]=[CH:4][N:3]=1.C(=O)([O-])[O-].[K+].[K+].[I:15]I.Cl. (3) The reactants are FC(F)(F)C(O)=O.[Cl:8][C:9]1[C:10]([F:41])=[C:11]([CH:15]2[C:19]([C:22]3[CH:27]=[CH:26][C:25]([Cl:28])=[CH:24][C:23]=3[F:29])([C:20]#[N:21])[CH:18]([CH2:30][C:31]([CH2:36][CH3:37])([CH2:34][OH:35])[CH2:32][CH3:33])[NH:17][CH:16]2[C:38](O)=[O:39])[CH:12]=[CH:13][CH:14]=1.CC1(C)[O:47][C@@H:46]([CH2:48][CH2:49][NH2:50])[CH2:45][O:44]1.CN(C(ON1N=NC2C=CC=NC1=2)=[N+](C)C)C.F[P-](F)(F)(F)(F)F.CCN(C(C)C)C(C)C.Cl. The catalyst is C(Cl)Cl.O1CCCC1. The product is [OH:47][C@H:46]([CH2:45][OH:44])[CH2:48][CH2:49][NH:50][C:38]([CH:16]1[CH:15]([C:11]2[CH:12]=[CH:13][CH:14]=[C:9]([Cl:8])[C:10]=2[F:41])[C:19]([C:22]2[CH:27]=[CH:26][C:25]([Cl:28])=[CH:24][C:23]=2[F:29])([C:20]#[N:21])[CH:18]([CH2:30][C:31]([CH2:36][CH3:37])([CH2:34][OH:35])[CH2:32][CH3:33])[NH:17]1)=[O:39]. The yield is 0.100. (4) The reactants are [C:1]([C:5]1[CH:6]=[C:7]2[C:12](=[C:13]([F:15])[CH:14]=1)[C:11](=[O:16])[N:10]([C:17]1[N:24]=[CH:23][CH:22]=[C:21]([C:25]3[CH:30]=[C:29]([NH:31][C:32]4[CH:37]=[CH:36][C:35]([CH:38]5[CH2:43][CH2:42][N:41]([CH3:44])[CH2:40][CH2:39]5)=[CH:34][N:33]=4)[C:28](=[O:45])[N:27]([CH3:46])[N:26]=3)[C:18]=1[CH:19]=[O:20])[N:9]=[CH:8]2)([CH3:4])([CH3:3])[CH3:2].[BH4-].[Na+]. The catalyst is C(Cl)Cl.CO. The product is [C:1]([C:5]1[CH:6]=[C:7]2[C:12](=[C:13]([F:15])[CH:14]=1)[C:11](=[O:16])[N:10]([C:17]1[C:18]([CH2:19][OH:20])=[C:21]([C:25]3[CH:30]=[C:29]([NH:31][C:32]4[CH:37]=[CH:36][C:35]([CH:38]5[CH2:39][CH2:40][N:41]([CH3:44])[CH2:42][CH2:43]5)=[CH:34][N:33]=4)[C:28](=[O:45])[N:27]([CH3:46])[N:26]=3)[CH:22]=[CH:23][N:24]=1)[N:9]=[CH:8]2)([CH3:4])([CH3:2])[CH3:3]. The yield is 0.589. (5) The reactants are O[CH2:2][CH:3]([C:7]1[S:8][C:9]([C:12]2[C:13]3[CH:20]=[CH:19][N:18](COCC[Si](C)(C)C)[C:14]=3[N:15]=[CH:16][N:17]=2)=[CH:10][N:11]=1)[CH2:4][C:5]#[N:6].CS(Cl)(=O)=O.[C-:34]#[N:35].[Na+]. The catalyst is C(Cl)Cl.O. The product is [N:15]1[C:14]2[NH:18][CH:19]=[CH:20][C:13]=2[C:12]([C:9]2[S:8][C:7]([CH:3]([CH2:2][C:34]#[N:35])[CH2:4][C:5]#[N:6])=[N:11][CH:10]=2)=[N:17][CH:16]=1. The yield is 0.0700. (6) The reactants are Br[CH2:2][CH2:3][CH2:4][CH2:5][C:6]#[C:7][C:8]1[CH:13]=[CH:12][CH:11]=[CH:10][N:9]=1.[NH:14]1[C:18]2[CH:19]=[CH:20][CH:21]=[CH:22][C:17]=2[N:16]=[N:15]1. The catalyst is C1CCCCC1.CCOC(C)=O. The product is [N:9]1[CH:10]=[CH:11][CH:12]=[CH:13][C:8]=1[C:7]#[C:6][CH2:5][CH2:4][CH2:3][CH2:2][N:15]1[N:16]=[C:17]2[CH:22]=[CH:21][CH:20]=[CH:19][C:18]2=[N:14]1. The yield is 0.130. (7) The reactants are [OH:1][C:2]1[CH:7]=[CH:6][C:5]([CH3:8])=[CH:4][C:3]=1[C:9]([C:11]1[CH:16]=[CH:15][CH:14]=[CH:13][CH:12]=1)=[O:10].[Br:17]Br.O. The catalyst is ClCCl.[Fe]. The product is [Br:17][C:7]1[C:2]([OH:1])=[C:3]([C:9]([C:11]2[CH:12]=[CH:13][CH:14]=[CH:15][CH:16]=2)=[O:10])[CH:4]=[C:5]([CH3:8])[CH:6]=1. The yield is 0.860. (8) The product is [CH:14]1([C:11]2[CH:12]=[CH:13][C:8]([C:5]3[N:6]=[CH:7][C:2]([NH2:1])=[N:3][CH:4]=3)=[C:9]([F:19])[C:10]=2[O:18][CH2:26][C:25]2[CH:24]=[CH:23][C:22]([C:21]([F:20])([F:30])[F:31])=[CH:29][CH:28]=2)[CH2:15][CH2:16][CH2:17]1. The reactants are [NH2:1][C:2]1[N:3]=[CH:4][C:5]([C:8]2[C:9]([F:19])=[C:10]([OH:18])[C:11]([CH:14]3[CH2:17][CH2:16][CH2:15]3)=[CH:12][CH:13]=2)=[N:6][CH:7]=1.[F:20][C:21]([F:31])([F:30])[C:22]1[CH:29]=[CH:28][C:25]([CH2:26]Br)=[CH:24][CH:23]=1.[OH-].[K+].CS(C)=O. The yield is 0.660. The catalyst is CCOC(C)=O. (9) The yield is 0.940. The product is [NH2:1][C:4]1[C:5]([NH:13][C@@H:14]2[CH2:19][O:18][C@@H:17]([CH2:20][C:21]#[N:22])[CH2:16][CH2:15]2)=[C:6]2[S:12][CH:11]=[CH:10][C:7]2=[N:8][CH:9]=1. The catalyst is [Pd].CO. The reactants are [N+:1]([C:4]1[C:5]([NH:13][C@@H:14]2[CH2:19][O:18][C@@H:17]([CH2:20][C:21]#[N:22])[CH2:16][CH2:15]2)=[C:6]2[S:12][CH:11]=[CH:10][C:7]2=[N:8][CH:9]=1)([O-])=O. (10) The yield is 0.620. The reactants are [CH3:1][C@H:2]1[C@@H:7]2[CH2:8][CH2:9][C:10]([CH3:12])=[CH:11][C@@H:6]2[C@H:5]([C@H:13]([C:15]([OH:17])=[O:16])[CH3:14])[CH2:4][CH2:3]1.C1C=CC(C2C3NC(C(C4C=CC=CC=4)=C4C=CC(=C(C5C=CC=CC=5)C5C=CC(=C(C6C=CC=CC=6)C6C=CC=2N=6)N=5)N4)=CC=3)=CC=1.[O:66]=[O:67].FC(F)(F)C(O)=[O:71]. The product is [CH3:1][C@H:2]1[C@@H:7]2[CH2:8][CH2:9][C@:10]3([CH3:12])[O:66][O:67][C@:6]42[C@H:5]([C@@H:13]([CH3:14])[C:15]([O:17][C@@H:11]4[O:71]3)=[O:16])[CH2:4][CH2:3]1. The catalyst is C1(C)C=CC=CC=1.